Predict the reaction yield, written as a fraction of the theoretical maximum amount of product (1.0 means a 100% yield; for example, 0.34 means a 34% yield). From a dataset of Reaction yield outcomes from USPTO patents with 853,638 reactions. (1) The reactants are [C:1]1([C:7]23[CH2:14][CH2:13][C:10]([C:15]([O:17][CH2:18][CH3:19])=[O:16])([CH2:11][CH2:12]2)[CH:9]=[CH:8]3)[CH:6]=[CH:5][CH:4]=[CH:3][CH:2]=1.[H][H]. The catalyst is C(O)C.[Pt]. The product is [C:1]1([C:7]23[CH2:12][CH2:11][C:10]([C:15]([O:17][CH2:18][CH3:19])=[O:16])([CH2:9][CH2:8]2)[CH2:13][CH2:14]3)[CH:2]=[CH:3][CH:4]=[CH:5][CH:6]=1. The yield is 0.840. (2) The reactants are [N:1]([C@H:4]1[CH2:9][CH2:8][C@H:7]([C:10]([O:12][CH3:13])=[O:11])[C@H:6]([O:14][CH3:15])[CH2:5]1)=[N+]=[N-].[C:16]([O:20][C:21](O[C:21]([O:20][C:16]([CH3:19])([CH3:18])[CH3:17])=[O:22])=[O:22])([CH3:19])([CH3:18])[CH3:17].[H][H]. The catalyst is CO.[Pd]. The product is [C:16]([O:20][C:21]([NH:1][C@H:4]1[CH2:9][CH2:8][C@H:7]([C:10]([O:12][CH3:13])=[O:11])[C@H:6]([O:14][CH3:15])[CH2:5]1)=[O:22])([CH3:19])([CH3:18])[CH3:17]. The yield is 0.790. (3) The reactants are [C:1]([O:9][CH:10]([CH3:12])[CH3:11])(=[O:8])[C:2]1[CH:7]=[CH:6][CH:5]=[CH:4][CH:3]=1.P12(SP3(SP(SP(S3)(S1)=S)(=S)S2)=S)=[S:14].C1(C)C(C)=CC=CC=1.C([O-])([O-])=O.[K+].[K+]. The catalyst is C1C=CC=CC=1.O.CC(C)=O. The product is [S:14]=[C:3]1[CH:4]=[CH:5][CH:6]=[CH:7][CH:2]1[C:1]([O:9][CH:10]([CH3:12])[CH3:11])=[O:8]. The yield is 0.830. (4) The reactants are [F:1][C:2]1[CH:7]=[CH:6][C:5]([N:8]2[CH2:12][C@@H:11]([C:13]3[CH:18]=[CH:17][CH:16]=[CH:15][CH:14]=3)[N:10]([CH:19]3[CH2:24][CH2:23][NH:22][CH2:21][CH2:20]3)[C:9]2=[O:25])=[CH:4][CH:3]=1.Br[CH2:27][C:28]1[CH:29]=[CH:30][C:31]([O:34][C:35]2[CH:42]=[CH:41][C:38]([C:39]#[N:40])=[CH:37][CH:36]=2)=[N:32][CH:33]=1.CCN(C(C)C)C(C)C. The catalyst is CC#N. The product is [F:1][C:2]1[CH:7]=[CH:6][C:5]([N:8]2[CH2:12][C@@H:11]([C:13]3[CH:14]=[CH:15][CH:16]=[CH:17][CH:18]=3)[N:10]([CH:19]3[CH2:20][CH2:21][N:22]([CH2:27][C:28]4[CH:29]=[CH:30][C:31]([O:34][C:35]5[CH:42]=[CH:41][C:38]([C:39]#[N:40])=[CH:37][CH:36]=5)=[N:32][CH:33]=4)[CH2:23][CH2:24]3)[C:9]2=[O:25])=[CH:4][CH:3]=1. The yield is 0.660. (5) The reactants are [N:1]1[CH:6]=[CH:5][CH:4]=[CH:3][C:2]=1[C:7]#[C:8][C:9]1[C:17]2[C:12](=[CH:13][C:14]([NH:18][C:19]3[CH:27]=[CH:26][CH:25]=[CH:24][C:20]=3[C:21]([OH:23])=[O:22])=[CH:15][CH:16]=2)[N:11](COCC[Si](C)(C)C)[N:10]=1.[F-].C([N+](CCCC)(CCCC)CCCC)CCC.C1COCC1.C(N)CN.C(O)(=O)C. The product is [N:1]1[CH:6]=[CH:5][CH:4]=[CH:3][C:2]=1[C:7]#[C:8][C:9]1[C:17]2[C:12](=[CH:13][C:14]([NH:18][C:19]3[CH:27]=[CH:26][CH:25]=[CH:24][C:20]=3[C:21]([OH:23])=[O:22])=[CH:15][CH:16]=2)[NH:11][N:10]=1. The catalyst is O. The yield is 0.730. (6) The reactants are [F:1][C:2]1[CH:34]=[CH:33][C:5]([CH2:6][N:7]([C:16]2[CH:21]=[CH:20][C:19]([O:22][C:23]3[CH:28]=[CH:27][N:26]=[C:25](C(=O)N)[CH:24]=3)=[C:18]([F:32])[CH:17]=2)[C:8]([C:10]2([C:13]([NH2:15])=[O:14])[CH2:12][CH2:11]2)=[O:9])=[CH:4][CH:3]=1.[N:35]1C=CC=CC=1.O.FC(F)(F)C(=O)OI(C1C=CC=CC=1)OC(C(F)(F)F)=O. The catalyst is CN(C=O)C. The product is [F:1][C:2]1[CH:3]=[CH:4][C:5]([CH2:6][N:7]([C:16]2[CH:21]=[CH:20][C:19]([O:22][C:23]3[CH:28]=[CH:27][N:26]=[C:25]([NH2:35])[CH:24]=3)=[C:18]([F:32])[CH:17]=2)[C:8]([C:10]2([C:13]([NH2:15])=[O:14])[CH2:11][CH2:12]2)=[O:9])=[CH:33][CH:34]=1. The yield is 0.900. (7) The reactants are C([O:3][C:4](=[O:35])[CH2:5][O:6][C:7]1[CH:12]=[CH:11][C:10]([O:13][CH2:14][CH2:15][CH:16]([O:18][C:19]2[CH:24]=[CH:23][C:22]([CH2:25][CH3:26])=[CH:21][C:20]=2[C:27](=[O:34])[C:28]2[CH:33]=[CH:32][CH:31]=[CH:30][CH:29]=2)[CH3:17])=[CH:9][CH:8]=1)C. The catalyst is C(O)C. The product is [C:27]([C:20]1[CH:21]=[C:22]([CH2:25][CH3:26])[CH:23]=[CH:24][C:19]=1[O:18][CH:16]([CH3:17])[CH2:15][CH2:14][O:13][C:10]1[CH:11]=[CH:12][C:7]([O:6][CH2:5][C:4]([OH:35])=[O:3])=[CH:8][CH:9]=1)(=[O:34])[C:28]1[CH:29]=[CH:30][CH:31]=[CH:32][CH:33]=1. The yield is 1.00. (8) The reactants are [OH:1][C:2]1[CH:7]=[C:6]([CH3:8])[C:5]([NH:9][CH:10]=[O:11])=[C:4]([CH3:12])[C:3]=1[CH3:13].Br[CH2:15]/[CH:16]=[CH:17]/[C:18]1[CH:23]=[CH:22][C:21]([F:24])=[CH:20][CH:19]=1. The catalyst is C(OCC)(=O)C.CCCCCC. The product is [F:24][C:21]1[CH:22]=[CH:23][C:18](/[CH:17]=[CH:16]/[CH2:15][O:1][C:2]2[CH:7]=[C:6]([CH3:8])[C:5]([NH:9][CH:10]=[O:11])=[C:4]([CH3:12])[C:3]=2[CH3:13])=[CH:19][CH:20]=1. The yield is 0.520. (9) The reactants are C([O:3][C:4]([C:6]1[CH:7]=[N:8][C:9]2[C:14]([C:15]=1[OH:16])=[CH:13][CH:12]=[CH:11][CH:10]=2)=[O:5])C. The catalyst is [OH-].[Na+]. The product is [O:16]=[C:15]1[C:14]2[C:9](=[CH:10][CH:11]=[CH:12][CH:13]=2)[NH:8][CH:7]=[C:6]1[C:4]([OH:5])=[O:3]. The yield is 0.920.